Dataset: Forward reaction prediction with 1.9M reactions from USPTO patents (1976-2016). Task: Predict the product of the given reaction. Given the reactants C[Si](C)(C)[C:3]#[N:4].CCN(CC)CC.[Br:14][C:15]1[CH:16]=[CH:17][C:18]([C:22]([CH3:25])([CH3:24])[CH3:23])=[N+:19]([O-])[CH:20]=1, predict the reaction product. The product is: [Br:14][C:15]1[C:20]([C:3]#[N:4])=[N:19][C:18]([C:22]([CH3:25])([CH3:24])[CH3:23])=[CH:17][CH:16]=1.